Task: Predict the reactants needed to synthesize the given product.. Dataset: Full USPTO retrosynthesis dataset with 1.9M reactions from patents (1976-2016) (1) Given the product [C:1]([SiH2:5][O:6][C:7]([CH3:17])([CH3:16])[CH:8]1[CH2:9][CH2:10][CH:11]([CH2:14][O:15][S:18]([C:21]2[CH:27]=[CH:26][C:24]([CH3:25])=[CH:23][CH:22]=2)(=[O:20])=[O:19])[CH2:12][CH2:13]1)([CH3:4])([CH3:3])[CH3:2], predict the reactants needed to synthesize it. The reactants are: [C:1]([SiH2:5][O:6][C:7]([CH3:17])([CH3:16])[CH:8]1[CH2:13][CH2:12][CH:11]([CH2:14][OH:15])[CH2:10][CH2:9]1)([CH3:4])([CH3:3])[CH3:2].[S:18](Cl)([C:21]1[CH:27]=[CH:26][C:24]([CH3:25])=[CH:23][CH:22]=1)(=[O:20])=[O:19].N1C=CC=CC=1.CCOCC. (2) Given the product [C:25]([NH:28][NH:29][C:22]([C:21]1[CH:20]=[N:19][N:16]2[CH:17]=[CH:18][C:13]([N:9]3[CH2:10][CH2:11][CH2:12][CH:8]3[C:4]3[CH:5]=[N:6][CH:7]=[C:2]([F:1])[CH:3]=3)=[N:14][C:15]=12)=[O:24])(=[O:27])[CH3:26], predict the reactants needed to synthesize it. The reactants are: [F:1][C:2]1[CH:3]=[C:4]([CH:8]2[CH2:12][CH2:11][CH2:10][N:9]2[C:13]2[CH:18]=[CH:17][N:16]3[N:19]=[CH:20][C:21]([C:22]([OH:24])=O)=[C:15]3[N:14]=2)[CH:5]=[N:6][CH:7]=1.[C:25]([NH:28][NH2:29])(=[O:27])[CH3:26].CCN(C(C)C)C(C)C.CN(C(ON1N=NC2C=CC=NC1=2)=[N+](C)C)C.F[P-](F)(F)(F)(F)F. (3) Given the product [Br:11][C:9]1[CH:10]=[C:5]2[C:6](=[C:7]([F:12])[CH:8]=1)[NH:15][N:3]=[CH:4]2, predict the reactants needed to synthesize it. The reactants are: CO/[N:3]=[CH:4]/[C:5]1[CH:10]=[C:9]([Br:11])[CH:8]=[C:7]([F:12])[C:6]=1F.O.[NH2:15]N. (4) Given the product [CH:63]([N:59]1[CH2:58][CH2:57][CH:33]([NH:34][C:36]([C:17]2[N:13]([CH2:12][C:9]3[CH:8]=[C:7]([C:5]4[S:6][C:2]([Cl:1])=[CH:3][CH:4]=4)[O:11][N:10]=3)[C:14]([C:30]([N:70]3[CH2:71][CH:68]([O:67][CH3:66])[CH2:69]3)=[O:32])=[CH:15][CH:16]=2)=[O:40])[CH2:62][CH2:60]1)([CH3:64])[CH3:65], predict the reactants needed to synthesize it. The reactants are: [Cl:1][C:2]1[S:6][C:5]([C:7]2[O:11][N:10]=[C:9]([CH2:12][N:13]3[CH:17]=[C:16](C(=O)NC4CCN(C(C)C)CC4)[CH:15]=[C:14]3[C:30]([OH:32])=O)[CH:8]=2)=[CH:4][CH:3]=1.[CH3:33][N:34]([C:36]([O:40]N1N=NC2C=CC=NC1=2)=[N+](C)C)C.F[P-](F)(F)(F)(F)F.[CH3:57][CH2:58][N:59]([CH:63]([CH3:65])[CH3:64])[CH:60]([CH3:62])C.[CH3:66][O:67][CH:68]1[CH2:71][NH:70][CH2:69]1. (5) Given the product [C:24]([O:18][C:15](=[O:16])[NH:14][CH2:13][C@H:8]1[CH2:7][CH2:6][C:5]2[C:10](=[CH:11][CH:12]=[C:3]([I:2])[CH:4]=2)[O:9]1)([CH3:26])([CH3:25])[CH3:22], predict the reactants needed to synthesize it. The reactants are: Cl.[I:2][C:3]1[CH:4]=[C:5]2[C:10](=[CH:11][CH:12]=1)[O:9][C@@H:8]([CH2:13][NH2:14])[CH2:7][CH2:6]2.[C:15]([O-:18])(O)=[O:16].[Na+].O(O[C:22]([C:24](C)([CH3:26])[CH3:25])=O)O[C:22]([C:24](C)([CH3:26])[CH3:25])=O. (6) Given the product [CH3:1][N:2]1[CH2:3][CH2:4][N:5]([CH2:8][C:9]2[CH:10]=[CH:11][C:12]([C:13]([NH:15][C:16]3[CH:21]=[CH:20][CH:19]=[C:18]([NH:22][C:23]4[CH:24]=[CH:25][CH:26]=[C:27]5[C:31]=4[NH:30][C:29](=[O:32])[C:28]5=[CH:40][C:36]4[NH:35][CH:39]=[CH:38][CH:37]=4)[CH:17]=3)=[O:14])=[CH:33][CH:34]=2)[CH2:6][CH2:7]1, predict the reactants needed to synthesize it. The reactants are: [CH3:1][N:2]1[CH2:7][CH2:6][N:5]([CH2:8][C:9]2[CH:34]=[CH:33][C:12]([C:13]([NH:15][C:16]3[CH:21]=[CH:20][CH:19]=[C:18]([NH:22][C:23]4[CH:24]=[CH:25][CH:26]=[C:27]5[C:31]=4[NH:30][C:29](=[O:32])[CH2:28]5)[CH:17]=3)=[O:14])=[CH:11][CH:10]=2)[CH2:4][CH2:3]1.[NH:35]1[CH:39]=[CH:38][CH:37]=[C:36]1[CH:40]=O.